Dataset: Catalyst prediction with 721,799 reactions and 888 catalyst types from USPTO. Task: Predict which catalyst facilitates the given reaction. Reactant: [CH3:1][O:2][C:3](=[O:20])[C:4]1[CH:9]=[CH:8][C:7]([CH:10]=[CH:11][C:12](=[O:19])[C:13]2[CH:18]=[CH:17][CH:16]=[CH:15][CH:14]=2)=[CH:6][CH:5]=1.CO.C[N+]1([O-])CCOCC1. Product: [CH3:1][O:2][C:3](=[O:20])[C:4]1[CH:5]=[CH:6][C:7]([CH2:10][CH2:11][C:12](=[O:19])[C:13]2[CH:14]=[CH:15][CH:16]=[CH:17][CH:18]=2)=[CH:8][CH:9]=1. The catalyst class is: 123.